This data is from Full USPTO retrosynthesis dataset with 1.9M reactions from patents (1976-2016). The task is: Predict the reactants needed to synthesize the given product. (1) Given the product [OH:48][CH2:47][CH2:46][S:43]([CH2:42][CH2:41][NH:40][C@:5]12[CH2:36][CH2:35][C@@H:34]([C:37]([CH3:39])=[CH2:38])[C@@H:6]1[C@@H:7]1[C@@:2]([CH3:1])([CH2:3][CH2:4]2)[C@@:19]2([CH3:20])[C@@H:10]([C@:11]3([CH3:33])[C@@H:16]([CH2:17][CH2:18]2)[C:15]([CH3:22])([CH3:21])[C:14]([C:23]2[CH:24]=[CH:25][C:26]([C:27]([OH:29])=[O:28])=[CH:31][CH:32]=2)=[CH:13][CH2:12]3)[CH2:9][CH2:8]1)(=[O:45])=[O:44], predict the reactants needed to synthesize it. The reactants are: [CH3:1][C@:2]12[C@@:19]3([CH3:20])[C@@H:10]([C@:11]4([CH3:33])[C@@H:16]([CH2:17][CH2:18]3)[C:15]([CH3:22])([CH3:21])[C:14]([C:23]3[CH:32]=[CH:31][C:26]([C:27]([O:29]C)=[O:28])=[CH:25][CH:24]=3)=[CH:13][CH2:12]4)[CH2:9][CH2:8][C@@H:7]1[C@H:6]1[C@H:34]([C:37]([CH3:39])=[CH2:38])[CH2:35][CH2:36][C@:5]1([NH:40][CH2:41][CH2:42][S:43]([CH:46]=[CH2:47])(=[O:45])=[O:44])[CH2:4][CH2:3]2.[OH-:48].[Na+]. (2) Given the product [Cl:1][C:2]1[CH:7]=[CH:6][CH:5]=[CH:4][C:3]=1[S:8][CH2:10][CH2:11][CH2:12][CH2:13][CH2:14][CH2:15][CH2:16][C:17]([OH:19])=[O:18], predict the reactants needed to synthesize it. The reactants are: [Cl:1][C:2]1[CH:7]=[CH:6][CH:5]=[CH:4][C:3]=1[SH:8].Br[CH2:10][CH2:11][CH2:12][CH2:13][CH2:14][CH2:15][CH2:16][C:17]([O:19]CC)=[O:18].C(O)C.[OH-].[K+]. (3) The reactants are: [CH2:1]([NH:8][C:9](=[O:17])[C:10]1[CH:15]=[CH:14][N:13]=[C:12](Cl)[CH:11]=1)[C:2]1[CH:7]=[CH:6][CH:5]=[CH:4][CH:3]=1.[C:18]1([CH:24]2[CH2:29][CH2:28][NH:27][C:26](=[O:30])[CH2:25]2)[CH:23]=[CH:22][CH:21]=[CH:20][CH:19]=1.C(=O)([O-])[O-].[Cs+].[Cs+]. Given the product [CH2:1]([NH:8][C:9]([C:10]1[CH:15]=[CH:14][N:13]=[C:12]([N:27]2[CH2:28][CH2:29][CH:24]([C:18]3[CH:19]=[CH:20][CH:21]=[CH:22][CH:23]=3)[CH2:25][C:26]2=[O:30])[CH:11]=1)=[O:17])[C:2]1[CH:7]=[CH:6][CH:5]=[CH:4][CH:3]=1, predict the reactants needed to synthesize it. (4) Given the product [CH2:16]([NH:18][C:19]([NH:21][C:22]1[S:23][C:24]2[C:30](/[C:31](/[CH3:35])=[N:32]/[O:33][CH3:34])=[CH:29][C:28]([O:36][S:9]([C:12]([F:13])([F:14])[F:15])(=[O:10])=[O:11])=[CH:27][C:25]=2[N:26]=1)=[O:20])[CH3:17], predict the reactants needed to synthesize it. The reactants are: [N-]([S:9]([C:12]([F:15])([F:14])[F:13])(=[O:11])=[O:10])[S:9]([C:12]([F:15])([F:14])[F:13])(=[O:11])=[O:10].[CH2:16]([NH:18][C:19]([NH:21][C:22]1[S:23][C:24]2[C:30](/[C:31](/[CH3:35])=[N:32]/[O:33][CH3:34])=[CH:29][C:28]([OH:36])=[CH:27][C:25]=2[N:26]=1)=[O:20])[CH3:17].C(N(CC)CC)C. (5) The reactants are: [CH:1]1([OH:7])[CH2:6][CH2:5][CH2:4][CH2:3][CH2:2]1.[Bi](Br)(Br)Br.O[CH:13]([C:15]1[CH:24]=[CH:23][C:18]([C:19]([O:21][CH3:22])=[O:20])=[CH:17][CH:16]=1)[CH3:14]. Given the product [CH:1]1([O:7][CH:13]([C:15]2[CH:24]=[CH:23][C:18]([C:19]([O:21][CH3:22])=[O:20])=[CH:17][CH:16]=2)[CH3:14])[CH2:6][CH2:5][CH2:4][CH2:3][CH2:2]1, predict the reactants needed to synthesize it. (6) Given the product [CH3:42][N:43]([CH3:44])[CH2:25][CH2:24][O:23][C:20]1[CH:21]=[C:22]2[C:17](=[CH:18][CH:19]=1)[NH:16][N:15]=[C:14]2[S:11]([C:1]1[C:10]2[C:5](=[CH:6][CH:7]=[CH:8][CH:9]=2)[CH:4]=[CH:3][CH:2]=1)(=[O:13])=[O:12], predict the reactants needed to synthesize it. The reactants are: [C:1]1([S:11]([C:14]2[C:22]3[C:17](=[CH:18][CH:19]=[C:20]([O:23][CH2:24][CH2:25]OS(C4C=CC(C)=CC=4)(=O)=O)[CH:21]=3)[NH:16][N:15]=2)(=[O:13])=[O:12])[C:10]2[C:5](=[CH:6][CH:7]=[CH:8][CH:9]=2)[CH:4]=[CH:3][CH:2]=1.C1COCC1.[CH3:42][NH:43][CH3:44]. (7) Given the product [F:1][C:2]1[N:7]=[C:6]([C:8]([NH:18][NH:17][C:19]([O:21][C:22]([CH3:25])([CH3:24])[CH3:23])=[O:20])=[O:10])[CH:5]=[CH:4][CH:3]=1, predict the reactants needed to synthesize it. The reactants are: [F:1][C:2]1[N:7]=[C:6]([C:8]([OH:10])=O)[CH:5]=[CH:4][CH:3]=1.C(Cl)(=O)C(Cl)=O.[NH:17]([C:19]([O:21][C:22]([CH3:25])([CH3:24])[CH3:23])=[O:20])[NH2:18].C(N(CC)C(C)C)(C)C. (8) The reactants are: C(NC(C)C)(C)C.C([Li])CCC.[C:13]([OH:19])(=[O:18])/[C:14](=[CH:16]/[CH3:17])/[CH3:15].[CH3:20][C:21]([CH3:23])=[O:22]. Given the product [OH:22][C:21]([C:14]([CH3:15])([CH:16]=[CH2:17])[C:13]([OH:19])=[O:18])([CH3:23])[CH3:20], predict the reactants needed to synthesize it. (9) Given the product [NH2:24][C:21]1[CH:20]=[CH:19][C:18]([C:15]2[CH:16]=[CH:17][C:12]([C:10]([N:2]([CH3:1])[C:3]([CH3:4])([C:5]([O:7][CH3:8])=[O:6])[CH3:9])=[O:11])=[CH:13][CH:14]=2)=[CH:23][CH:22]=1, predict the reactants needed to synthesize it. The reactants are: [CH3:1][N:2]([C:10]([C:12]1[CH:17]=[CH:16][C:15]([C:18]2[CH:23]=[CH:22][C:21]([N+:24]([O-])=O)=[CH:20][CH:19]=2)=[CH:14][CH:13]=1)=[O:11])[C:3]([CH3:9])([C:5]([O:7][CH3:8])=[O:6])[CH3:4].Cl.